Dataset: Catalyst prediction with 721,799 reactions and 888 catalyst types from USPTO. Task: Predict which catalyst facilitates the given reaction. (1) Reactant: [Cl:1][C:2]1[CH:3]=[C:4]([NH:8][C:9]2[N:14]=[CH:13][N:12]=[C:11]([C:15]3[CH:20]=[CH:19][N:18]=[C:17]([C:21]([OH:23])=O)[CH:16]=3)[N:10]=2)[CH:5]=[CH:6][CH:7]=1.C(N(CC)CC)C.Cl.NO.F[P-](F)(F)(F)(F)F.[N:41]1([O:50]C(N(C)C)=[N+](C)C)C2N=CC=CC=2N=N1. Product: [Cl:1][C:2]1[CH:3]=[C:4]([NH:8][C:9]2[N:14]=[CH:13][N:12]=[C:11]([C:15]3[CH:20]=[CH:19][N:18]=[C:17]([C:21]([NH:41][OH:50])=[O:23])[CH:16]=3)[N:10]=2)[CH:5]=[CH:6][CH:7]=1. The catalyst class is: 35. (2) Reactant: [CH:1]1([CH:6]([C:26]2[CH:31]=[CH:30][C:29]([CH2:32]O)=[CH:28][CH:27]=2)[C:7]([NH:9][C:10]2[C:11]([CH3:25])=[C:12]([CH2:16][CH2:17][C:18]([O:20][C:21]([CH3:24])([CH3:23])[CH3:22])=[O:19])[CH:13]=[CH:14][CH:15]=2)=[O:8])[CH2:5][CH2:4][CH2:3][CH2:2]1.C(Br)(Br)(Br)[Br:35].C1(P(C2C=CC=CC=2)C2C=CC=CC=2)C=CC=CC=1. Product: [Br:35][CH2:32][C:29]1[CH:30]=[CH:31][C:26]([CH:6]([CH:1]2[CH2:5][CH2:4][CH2:3][CH2:2]2)[C:7]([NH:9][C:10]2[C:11]([CH3:25])=[C:12]([CH2:16][CH2:17][C:18]([O:20][C:21]([CH3:22])([CH3:24])[CH3:23])=[O:19])[CH:13]=[CH:14][CH:15]=2)=[O:8])=[CH:27][CH:28]=1. The catalyst class is: 1. (3) Reactant: [Cl:1][C:2]1[C:3]([Cl:13])=[N:4][CH:5]=[C:6]([CH:12]=1)[C:7]([O:9]CC)=[O:8].[OH-].[Na+]. Product: [Cl:1][C:2]1[C:3]([Cl:13])=[N:4][CH:5]=[C:6]([CH:12]=1)[C:7]([OH:9])=[O:8]. The catalyst class is: 87. (4) Reactant: [NH2:1][C:2]1[C:7]([C:8]#[N:9])=[C:6]([CH:10]2[CH2:15][CH2:14][CH:13]([O:16][CH2:17][CH2:18][O:19][Si](C(C)(C)C)(C3C=CC=CC=3)C3C=CC=CC=3)[CH2:12][CH2:11]2)[C:5]([C:37]#[N:38])=[C:4]([S:39][CH2:40][C:41]2[N:42]=[C:43]([C:46]3[CH:51]=[CH:50][C:49]([Cl:52])=[CH:48][CH:47]=3)[S:44][CH:45]=2)[N:3]=1.[F-].C([N+](CCCC)(CCCC)CCCC)CCC.C(OCC)(=O)C. Product: [NH2:1][C:2]1[C:7]([C:8]#[N:9])=[C:6]([C@H:10]2[CH2:15][CH2:14][C@H:13]([O:16][CH2:17][CH2:18][OH:19])[CH2:12][CH2:11]2)[C:5]([C:37]#[N:38])=[C:4]([S:39][CH2:40][C:41]2[N:42]=[C:43]([C:46]3[CH:47]=[CH:48][C:49]([Cl:52])=[CH:50][CH:51]=3)[S:44][CH:45]=2)[N:3]=1. The catalyst class is: 1. (5) The catalyst class is: 45. Reactant: [CH2:1]([O:8][CH2:9][C:10]([CH2:14][O:15]CC1C=CC=CC=1)=[CH:11][C:12]#[N:13])[C:2]1C=CC=CC=1.[H][H].C(O)(=[O:27])C. Product: [C:1]([O:8][CH2:9][CH:10]([CH2:14][OH:15])[CH2:11][CH2:12][NH2:13])(=[O:27])[CH3:2]. (6) Reactant: [N:1]1[CH:6]=[CH:5][C:4]([O:7][C:8]2[CH:9]=[C:10]([NH2:15])[C:11]([NH2:14])=[CH:12][CH:13]=2)=[CH:3][CH:2]=1.[Cl:16][C:17]1[CH:22]=[CH:21][C:20]([N:23]=[C:24]=S)=[CH:19][C:18]=1[C:26]([F:29])([F:28])[F:27].C(Cl)CCl. Product: [Cl:16][C:17]1[CH:22]=[CH:21][C:20]([NH:23][C:24]2[NH:14][C:11]3[CH:12]=[CH:13][C:8]([O:7][C:4]4[CH:5]=[CH:6][N:1]=[CH:2][CH:3]=4)=[CH:9][C:10]=3[N:15]=2)=[CH:19][C:18]=1[C:26]([F:27])([F:28])[F:29]. The catalyst class is: 23. (7) Reactant: CC1(C)C(C)(C)OB([C:9]2[CH:10]=[C:11]3[C:16](=[C:17]([O:19][CH2:20][O:21][CH2:22][CH2:23][Si:24]([CH3:27])([CH3:26])[CH3:25])[CH:18]=2)[N:15]=[CH:14][N:13]([CH2:28][O:29][CH2:30][CH2:31][Si:32]([CH3:35])([CH3:34])[CH3:33])[C:12]3=[O:36])O1.Br[C:39]1[CH:59]=[CH:58][CH:57]=[CH:56][C:40]=1[CH2:41][O:42][CH2:43][CH2:44][CH:45]1[CH2:50][CH2:49][N:48]([CH2:51][C:52]([F:55])([F:54])[F:53])[CH2:47][CH2:46]1.C(=O)([O-])[O-].[K+].[K+].C(OCC)(=O)C.CCCCCCC. Product: [F:55][C:52]([F:53])([F:54])[CH2:51][N:48]1[CH2:47][CH2:46][CH:45]([CH2:44][CH2:43][O:42][CH2:41][C:40]2[CH:56]=[CH:57][CH:58]=[CH:59][C:39]=2[C:9]2[CH:10]=[C:11]3[C:16](=[C:17]([O:19][CH2:20][O:21][CH2:22][CH2:23][Si:24]([CH3:25])([CH3:26])[CH3:27])[CH:18]=2)[N:15]=[CH:14][N:13]([CH2:28][O:29][CH2:30][CH2:31][Si:32]([CH3:34])([CH3:35])[CH3:33])[C:12]3=[O:36])[CH2:50][CH2:49]1. The catalyst class is: 688.